This data is from Catalyst prediction with 721,799 reactions and 888 catalyst types from USPTO. The task is: Predict which catalyst facilitates the given reaction. (1) Reactant: [CH3:1][C:2]1([CH3:16])[C:6]([CH3:8])([CH3:7])[O:5][B:4]([C:9]2[CH:10]=[C:11]([OH:15])[CH:12]=[CH:13][CH:14]=2)[O:3]1.C(N(CC)CC)C.[C:24](Cl)(=[O:31])[C:25]1[CH:30]=[CH:29][CH:28]=[CH:27][CH:26]=1.O. Product: [C:24]([O:15][C:11]1[CH:12]=[CH:13][CH:14]=[C:9]([B:4]2[O:3][C:2]([CH3:16])([CH3:1])[C:6]([CH3:7])([CH3:8])[O:5]2)[CH:10]=1)(=[O:31])[C:25]1[CH:30]=[CH:29][CH:28]=[CH:27][CH:26]=1. The catalyst class is: 1. (2) The catalyst class is: 129. Reactant: [Si:1]([O:18][CH2:19][C:20]1([CH2:25][OH:26])[CH2:24][CH:23]=[CH:22][CH2:21]1)([C:14]([CH3:17])([CH3:16])[CH3:15])([C:8]1[CH:13]=[CH:12][CH:11]=[CH:10][CH:9]=1)[C:2]1[CH:7]=[CH:6][CH:5]=[CH:4][CH:3]=1.[H][H].CCCCCCC.C(OCC)(=O)C. Product: [Si:1]([O:18][CH2:19][C:20]1([CH2:25][OH:26])[CH2:21][CH2:22][CH2:23][CH2:24]1)([C:14]([CH3:17])([CH3:16])[CH3:15])([C:8]1[CH:9]=[CH:10][CH:11]=[CH:12][CH:13]=1)[C:2]1[CH:3]=[CH:4][CH:5]=[CH:6][CH:7]=1. (3) Reactant: [OH:1][C:2]1[CH:7]=[CH:6][C:5]([C:8]([N:10]2[CH2:14][CH2:13][CH2:12][CH2:11]2)=[O:9])=[CH:4][C:3]=1[C:15](=O)[CH3:16].C[O:19][C:20](=[O:30])[C:21]1[CH:26]=[CH:25][C:24]([NH2:27])=[C:23]([CH:28]=O)[CH:22]=1.[OH-].[K+].C(O)C. Product: [OH:1][C:2]1[CH:7]=[CH:6][C:5]([C:8]([N:10]2[CH2:14][CH2:13][CH2:12][CH2:11]2)=[O:9])=[CH:4][C:3]=1[C:15]1[CH:16]=[CH:28][C:23]2[C:24](=[CH:25][CH:26]=[C:21]([C:20]([OH:30])=[O:19])[CH:22]=2)[N:27]=1. The catalyst class is: 8.